From a dataset of Forward reaction prediction with 1.9M reactions from USPTO patents (1976-2016). Predict the product of the given reaction. (1) Given the reactants [C-]#N.[Na+].Br[C:5]1[CH:6]=[C:7]2[C:11](=[CH:12][CH:13]=1)[NH:10][CH:9]=[CH:8]2.[CH3:14][NH:15]CCNC.[OH-].[NH4+], predict the reaction product. The product is: [NH:10]1[C:11]2[C:7](=[CH:6][C:5]([C:14]#[N:15])=[CH:13][CH:12]=2)[CH:8]=[CH:9]1. (2) Given the reactants [CH:1]([C:3]1[CH:4]=[C:5]([CH:30]=[C:31]([C:33]([F:36])([F:35])[F:34])[CH:32]=1)[C:6]([NH:8][C:9]1[CH:14]=[CH:13][C:12]([CH3:15])=[C:11]([C:16]2[CH:21]=[C:20]([N:22]3[CH2:27][CH2:26][O:25][CH2:24][CH2:23]3)[C:19](=[O:28])[N:18]([CH3:29])[CH:17]=2)[CH:10]=1)=[O:7])=[O:2].[CH3:37][NH2:38].C(O)(C(F)(F)F)=O, predict the reaction product. The product is: [CH3:15][C:12]1[CH:13]=[CH:14][C:9]([NH:8][C:6](=[O:7])[C:5]2[CH:30]=[C:31]([C:33]([F:36])([F:34])[F:35])[CH:32]=[C:3]([CH2:1][NH:38][CH3:37])[CH:4]=2)=[CH:10][C:11]=1[C:16]1[CH:21]=[C:20]([N:22]2[CH2:27][CH2:26][O:25][CH2:24][CH2:23]2)[C:19](=[O:28])[N:18]([CH3:29])[CH:17]=1.[OH:2][CH2:1][C:3]1[CH:4]=[C:5]([CH:30]=[C:31]([C:33]([F:34])([F:36])[F:35])[CH:32]=1)[C:6]([NH:8][C:9]1[CH:14]=[CH:13][C:12]([CH3:15])=[C:11]([C:16]2[CH:21]=[C:20]([N:22]3[CH2:23][CH2:24][O:25][CH2:26][CH2:27]3)[C:19](=[O:28])[N:18]([CH3:29])[CH:17]=2)[CH:10]=1)=[O:7]. (3) Given the reactants Br[C:2]1[CH:16]=[C:15]([CH:17]=[O:18])[CH:14]=[CH:13][C:3]=1[O:4][CH2:5][C:6]([O:8][C:9]([CH3:12])([CH3:11])[CH3:10])=[O:7].[F:19][C:20]1[CH:21]=[C:22]([CH:25]=[C:26](B2OC(C)(C)C(C)(C)O2)[CH:27]=1)[C:23]#[N:24].C([O-])([O-])=O.[Na+].[Na+], predict the reaction product. The product is: [C:23]([C:22]1[CH:25]=[C:26]([C:2]2[CH:16]=[C:15]([CH:17]=[O:18])[CH:14]=[CH:13][C:3]=2[O:4][CH2:5][C:6]([O:8][C:9]([CH3:12])([CH3:11])[CH3:10])=[O:7])[CH:27]=[C:20]([F:19])[CH:21]=1)#[N:24]. (4) Given the reactants [CH2:1]([C:3]([C:28]1[CH:33]=[CH:32][C:31]([OH:34])=[C:30]([CH3:35])[CH:29]=1)([C:6]1[CH:11]=[CH:10][C:9](/[CH:12]=[CH:13]/[C:14]([O:23][CH2:24][O:25][CH3:26])([C:19]([F:22])([F:21])[F:20])[C:15]([F:18])([F:17])[F:16])=[C:8]([CH3:27])[CH:7]=1)[CH2:4][CH3:5])[CH3:2].[CH2:36]([O:38][C:39](=[O:46])[CH2:40][CH2:41][CH2:42][CH2:43][CH2:44]Br)[CH3:37].C([O-])([O-])=O.[K+].[K+].O, predict the reaction product. The product is: [CH2:36]([O:38][C:39](=[O:46])[CH2:40][CH2:41][CH2:42][CH2:43][CH2:44][O:34][C:31]1[CH:32]=[CH:33][C:28]([C:3]([CH2:4][CH3:5])([C:6]2[CH:11]=[CH:10][C:9](/[CH:12]=[CH:13]/[C:14]([O:23][CH2:24][O:25][CH3:26])([C:19]([F:20])([F:21])[F:22])[C:15]([F:18])([F:17])[F:16])=[C:8]([CH3:27])[CH:7]=2)[CH2:1][CH3:2])=[CH:29][C:30]=1[CH3:35])[CH3:37]. (5) Given the reactants [CH3:1][C:2]1[O:3][C:4]([C:7]2[CH:8]=[CH:9][C:10]3[O:14][CH:13]=[C:12]([C:15]4[CH:20]=[CH:19][C:18]([S:21][CH3:22])=[CH:17][CH:16]=4)[C:11]=3[CH:23]=2)=[N:5][N:6]=1.ClC1C=CC=C(C(OO)=[O:32])C=1, predict the reaction product. The product is: [CH3:1][C:2]1[O:3][C:4]([C:7]2[CH:8]=[CH:9][C:10]3[O:14][CH:13]=[C:12]([C:15]4[CH:16]=[CH:17][C:18]([S:21]([CH3:22])=[O:32])=[CH:19][CH:20]=4)[C:11]=3[CH:23]=2)=[N:5][N:6]=1. (6) Given the reactants [C:1]([C:3]1[CH:32]=[CH:31][C:6]([C:7]([NH:9][CH2:10][C:11]2[CH:16]=[CH:15][C:14]([O:17][CH2:18][C:19]([N:21]3[CH2:25][CH:24]4[O:26][C:27]([CH3:30])([CH3:29])[O:28][CH:23]4[CH2:22]3)=[O:20])=[CH:13][CH:12]=2)=[O:8])=[CH:5][CH:4]=1)#[N:2], predict the reaction product. The product is: [NH2:2][CH2:1][C:3]1[CH:32]=[CH:31][C:6]([C:7]([NH:9][CH2:10][C:11]2[CH:12]=[CH:13][C:14]([O:17][CH2:18][C:19]([N:21]3[CH2:25][C@H:24]4[O:26][C:27]([CH3:29])([CH3:30])[O:28][C@H:23]4[CH2:22]3)=[O:20])=[CH:15][CH:16]=2)=[O:8])=[CH:5][CH:4]=1. (7) Given the reactants Br[C:2]1[CH:3]=[C:4]([CH2:8][C:9]([P:21](=[O:30])([O:26][CH:27]([CH3:29])[CH3:28])[O:22][CH:23]([CH3:25])[CH3:24])([P:11](=[O:20])([O:16][CH:17]([CH3:19])[CH3:18])[O:12][CH:13]([CH3:15])[CH3:14])[F:10])[CH:5]=[N:6][CH:7]=1.[NH:31]1[C:39]2[C:34](=[CH:35][C:36](B(O)O)=[CH:37][CH:38]=2)[CH:33]=[N:32]1.C(=O)([O-])[O-].[K+].[K+], predict the reaction product. The product is: [NH:31]1[C:39]2[C:34](=[CH:35][C:36]([C:2]3[CH:3]=[C:4]([CH2:8][C:9]([P:11](=[O:20])([O:16][CH:17]([CH3:19])[CH3:18])[O:12][CH:13]([CH3:14])[CH3:15])([P:21](=[O:30])([O:22][CH:23]([CH3:25])[CH3:24])[O:26][CH:27]([CH3:29])[CH3:28])[F:10])[CH:5]=[N:6][CH:7]=3)=[CH:37][CH:38]=2)[CH:33]=[N:32]1.